The task is: Predict the product of the given reaction.. This data is from Forward reaction prediction with 1.9M reactions from USPTO patents (1976-2016). (1) Given the reactants C(N[C:6](=[O:16])[C:7]1[CH:12]=[C:11]([OH:13])[C:10]([OH:14])=[C:9]([OH:15])[CH:8]=1)CCC.[NH2:17][C:18]1[C:19]([CH3:24])=[CH:20][CH:21]=[CH:22][CH:23]=1, predict the reaction product. The product is: [OH:13][C:11]1[CH:12]=[C:7]([CH:8]=[C:9]([OH:15])[C:10]=1[OH:14])[C:6]([NH:17][C:18]1[CH:23]=[CH:22][CH:21]=[CH:20][C:19]=1[CH3:24])=[O:16]. (2) Given the reactants [Cl:1][C:2]1[CH:12]=[CH:11][CH:10]=[CH:9][C:3]=1[O:4][CH2:5][C:6]([CH3:8])=O.Cl.[NH2:14][OH:15], predict the reaction product. The product is: [Cl:1][C:2]1[CH:12]=[CH:11][CH:10]=[CH:9][C:3]=1[O:4][CH2:5][C:6](=[N:14][OH:15])[CH3:8]. (3) The product is: [N:17]1[CH:18]=[CH:19][C:14]([CH2:13][N:8]2[C:9]3[C:5](=[C:4]([NH2:1])[CH:12]=[CH:11][CH:10]=3)[CH:6]=[CH:7]2)=[CH:15][CH:16]=1. Given the reactants [N+:1]([C:4]1[CH:12]=[CH:11][CH:10]=[C:9]2[C:5]=1[CH:6]=[CH:7][N:8]2[CH2:13][C:14]1[CH:19]=[CH:18][N:17]=[CH:16][CH:15]=1)([O-])=O, predict the reaction product. (4) Given the reactants [CH2:1]([NH:3][C:4]([C:6]1[C:11]([F:12])=[CH:10][C:9]([N:13]2[CH2:18][CH2:17][N:16](C(OC(C)(C)C)=O)[CH2:15][CH2:14]2)=[C:8]([F:26])[CH:7]=1)=[O:5])[CH3:2].[ClH:27], predict the reaction product. The product is: [ClH:27].[CH2:1]([NH:3][C:4](=[O:5])[C:6]1[CH:7]=[C:8]([F:26])[C:9]([N:13]2[CH2:18][CH2:17][NH:16][CH2:15][CH2:14]2)=[CH:10][C:11]=1[F:12])[CH3:2].